Dataset: Full USPTO retrosynthesis dataset with 1.9M reactions from patents (1976-2016). Task: Predict the reactants needed to synthesize the given product. Given the product [OH:1][N:2]1[C:7]([CH3:9])([CH3:8])[CH2:6][CH:5]([C:14]#[N:13])[CH2:4][C:3]1([CH3:12])[CH3:11], predict the reactants needed to synthesize it. The reactants are: [OH:1][N:2]1[C:7]([CH3:9])([CH3:8])[CH2:6][C:5](=O)[CH2:4][C:3]1([CH3:12])[CH3:11].[N+:13](CS(C1C=CC(C)=CC=1)(=O)=O)#[C-:14].CC(C)([O-])C.[K+].C(O)(C)(C)C.